Dataset: Forward reaction prediction with 1.9M reactions from USPTO patents (1976-2016). Task: Predict the product of the given reaction. (1) Given the reactants CON(C)[C:4](=[O:21])[CH:5]([C:13]1[CH:17]=[C:16]([S:18][CH3:19])[N:15]([CH3:20])[N:14]=1)[CH2:6][CH:7]1[CH2:12][CH2:11][O:10][CH2:9][CH2:8]1.[CH:23]([Mg]Br)=[CH2:24].Cl, predict the reaction product. The product is: [CH3:20][N:15]1[C:16]([S:18][CH3:19])=[CH:17][C:13]([CH:5]([CH2:6][CH:7]2[CH2:8][CH2:9][O:10][CH2:11][CH2:12]2)[C:4](=[O:21])[CH:23]=[CH2:24])=[N:14]1. (2) The product is: [F:15][C:16]1[CH:21]=[CH:20][C:19]([S:22]([NH:1][C:4]2[CH:13]=[CH:12][CH:11]=[C:10]3[C:5]=2[CH:6]=[CH:7][C:8]([NH:32][CH2:31][C:30]2[CH:33]=[CH:34][C:27]([F:26])=[CH:28][CH:29]=2)=[N:9]3)(=[O:24])=[O:23])=[CH:18][CH:17]=1. Given the reactants [N+:1]([C:4]1[CH:13]=[CH:12][CH:11]=[C:10]2[C:5]=1[CH:6]=[CH:7][C:8](Cl)=[N:9]2)([O-])=O.[F:15][C:16]1[CH:21]=[CH:20][C:19]([S:22](Cl)(=[O:24])=[O:23])=[CH:18][CH:17]=1.[F:26][C:27]1[CH:34]=[CH:33][C:30]([CH2:31][NH2:32])=[CH:29][CH:28]=1, predict the reaction product. (3) The product is: [CH3:23][C:24]1[C:25]([C:11]2[CH2:10][CH2:9][N:8]([C:6]([O:5][C:1]([CH3:4])([CH3:3])[CH3:2])=[O:7])[CH2:13][CH:12]=2)=[N:26][CH:27]=[CH:28][CH:29]=1. Given the reactants [C:1]([O:5][C:6]([N:8]1[CH2:13][CH:12]=[C:11](OS(C(F)(F)F)(=O)=O)[CH2:10][CH2:9]1)=[O:7])([CH3:4])([CH3:3])[CH3:2].[Br-].[CH3:23][C:24]1[C:25]([Zn+])=[N:26][CH:27]=[CH:28][CH:29]=1, predict the reaction product. (4) Given the reactants Cl.[N:2]1([CH:7]2[CH2:12][CH2:11][N:10]([CH2:13][C:14]([OH:16])=O)[CH2:9][CH2:8]2)[CH2:6][CH2:5][CH2:4][CH2:3]1.[NH2:17][C@@H:18]([CH2:36][O:37][CH2:38][C:39]1[CH:44]=[CH:43][CH:42]=[CH:41][CH:40]=1)[C:19]([NH:21][C:22]1[CH:27]=[CH:26][C:25]([O:28][C:29]2[CH:34]=[CH:33][C:32]([F:35])=[CH:31][CH:30]=2)=[CH:24][CH:23]=1)=[O:20], predict the reaction product. The product is: [CH2:38]([O:37][CH2:36][C@H:18]([NH:17][C:14](=[O:16])[CH2:13][N:10]1[CH2:9][CH2:8][CH:7]([N:2]2[CH2:3][CH2:4][CH2:5][CH2:6]2)[CH2:12][CH2:11]1)[C:19]([NH:21][C:22]1[CH:27]=[CH:26][C:25]([O:28][C:29]2[CH:34]=[CH:33][C:32]([F:35])=[CH:31][CH:30]=2)=[CH:24][CH:23]=1)=[O:20])[C:39]1[CH:44]=[CH:43][CH:42]=[CH:41][CH:40]=1. (5) Given the reactants [F:1][C:2]1[N:7]=[CH:6][N:5]=[C:4]([NH:8][C:9]2[CH:18]=[CH:17][C:16]3[C:15]4[C:19]5[NH:26][CH2:25][C@@H:24]([CH2:27][NH:28]C(=O)OC(C)(C)C)[NH:23][C:22](=[O:36])[C:20]=5[S:21][C:14]=4[CH:13]=[CH:12][C:11]=3[N:10]=2)[CH:3]=1.FC(F)(F)C(O)=O, predict the reaction product. The product is: [NH2:28][CH2:27][C@@H:24]1[CH2:25][NH:26][C:19]2[C:15]3[C:16]4[CH:17]=[CH:18][C:9]([NH:8][C:4]5[CH:3]=[C:2]([F:1])[N:7]=[CH:6][N:5]=5)=[N:10][C:11]=4[CH:12]=[CH:13][C:14]=3[S:21][C:20]=2[C:22](=[O:36])[NH:23]1. (6) Given the reactants [CH3:1][C@:2]12[C@@:19]3([CH3:20])[CH:10]([C@:11]4([CH3:31])[C@@H:16]([CH2:17][CH2:18]3)[C:15]([CH3:22])([CH3:21])[C:14](OS(C(F)(F)F)(=O)=O)=[CH:13][CH2:12]4)[CH2:9][CH2:8][C@@H:7]1[C@H:6]1[C@H:32]([C:35]([CH3:37])=[CH2:36])[CH2:33][CH2:34][C@:5]1(C(OC)=O)[CH2:4][CH2:3]2.B([C:45]1[CH:46]=[C:47]([CH:51]=[CH:52][CH:53]=1)[C:48]([OH:50])=[O:49])(O)O.[C:54](=[O:57])([O-:56])[O-].[Na+].[Na+].[CH3:60]OCCOC, predict the reaction product. The product is: [CH3:60][O:56][C:54]([C@:5]12[CH2:34][CH2:33][C@@H:32]([C:35]([CH3:37])=[CH2:36])[C@@H:6]1[C@@H:7]1[C@@:2]([CH3:1])([CH2:3][CH2:4]2)[C@@:19]2([CH3:20])[CH:10]([C@:11]3([CH3:31])[C@@H:16]([CH2:17][CH2:18]2)[C:15]([CH3:21])([CH3:22])[C:14]([C:45]2[CH:46]=[C:47]([CH:51]=[CH:52][CH:53]=2)[C:48]([OH:50])=[O:49])=[CH:13][CH2:12]3)[CH2:9][CH2:8]1)=[O:57]. (7) Given the reactants [S:1](=[O:5])(=[O:4])([OH:3])[OH:2].[CH3:6][N:7]([C:9]([N:12]([CH3:14])[CH3:13])(Cl)[Cl:10])[CH3:8], predict the reaction product. The product is: [S:1]([O-:5])([OH:4])(=[O:3])=[O:2].[CH3:6][N:7]([C+:9]([N:12]([CH3:14])[CH3:13])[Cl:10])[CH3:8].